Dataset: Forward reaction prediction with 1.9M reactions from USPTO patents (1976-2016). Task: Predict the product of the given reaction. (1) Given the reactants [CH2:1]([NH:3][C:4]1[N:9]=[C:8]([NH:10][CH:11]2[CH2:16][CH2:15][CH2:14][CH2:13][CH2:12]2)[C:7](I)=[C:6]([CH3:18])[N:5]=1)[CH3:2].[C:19]([O:23][CH2:24][CH3:25])(=[O:22])[CH:20]=[CH2:21].CCN(CC)CC, predict the reaction product. The product is: [CH:11]1([NH:10][C:8]2[C:7](/[CH:21]=[CH:20]/[C:19]([O:23][CH2:24][CH3:25])=[O:22])=[C:6]([CH3:18])[N:5]=[C:4]([NH:3][CH2:1][CH3:2])[N:9]=2)[CH2:16][CH2:15][CH2:14][CH2:13][CH2:12]1. (2) Given the reactants Br[C:2]1[CH:3]=[C:4]2[C:8](=[CH:9][CH:10]=1)[N:7]([CH:11]1[CH2:16][CH2:15][N:14]([C:17]([O:19][C:20]([CH3:23])([CH3:22])[CH3:21])=[O:18])[CH2:13][CH2:12]1)[CH:6]=[CH:5]2.CC1(C)C(C)(C)OB([C:32]2[CH:37]=[CH:36][C:35]([S:38]([CH3:41])(=[O:40])=[O:39])=[CH:34][CH:33]=2)O1, predict the reaction product. The product is: [CH3:41][S:38]([C:35]1[CH:36]=[CH:37][C:32]([C:2]2[CH:3]=[C:4]3[C:8](=[CH:9][CH:10]=2)[N:7]([CH:11]2[CH2:16][CH2:15][N:14]([C:17]([O:19][C:20]([CH3:23])([CH3:21])[CH3:22])=[O:18])[CH2:13][CH2:12]2)[CH:6]=[CH:5]3)=[CH:33][CH:34]=1)(=[O:40])=[O:39]. (3) Given the reactants [NH2:1][C:2]1[N:3]=[C:4]2[CH:9]=[CH:8][C:7]([O:10][C:11]3[CH:12]=[C:13]([NH:18][C:19]([C:21]4[N:25]([CH3:26])[N:24]=[C:23]([CH3:27])[CH:22]=4)=[O:20])[CH:14]=[C:15]([CH3:17])[CH:16]=3)=[CH:6][N:5]2[CH:28]=1.[CH2:29]([N:31]=[C:32]=[O:33])[CH3:30], predict the reaction product. The product is: [CH2:29]([NH:31][C:32]([NH:1][C:2]1[N:3]=[C:4]2[CH:9]=[CH:8][C:7]([O:10][C:11]3[CH:12]=[C:13]([NH:18][C:19]([C:21]4[N:25]([CH3:26])[N:24]=[C:23]([CH3:27])[CH:22]=4)=[O:20])[CH:14]=[C:15]([CH3:17])[CH:16]=3)=[CH:6][N:5]2[CH:28]=1)=[O:33])[CH3:30]. (4) Given the reactants [F-].[Cs+].C(=O)([O-])[O-].[Cs+].[Cs+].C([Si]([S:19][C:20]1[CH:25]=[CH:24][C:23]([CH2:26][OH:27])=[CH:22][CH:21]=1)(C(C)C)C(C)C)(C)C.[C:28]([CH2:30][NH:31][C:32]([C@@H:34]1[CH2:39][CH2:38][CH2:37][CH2:36][C@H:35]1[CH2:40]Br)=[O:33])#[N:29], predict the reaction product. The product is: [C:28]([CH2:30][NH:31][C:32]([C@@H:34]1[CH2:39][CH2:38][CH2:37][CH2:36][C@H:35]1[CH2:40][S:19][C:20]1[CH:21]=[CH:22][C:23]([CH2:26][OH:27])=[CH:24][CH:25]=1)=[O:33])#[N:29]. (5) The product is: [Br:1][C:2]1[C:3]([O:16][C:25]2[C:24]([CH3:23])=[CH:29][CH:28]=[CH:27][N:26]=2)=[C:4]2[C:9](=[CH:10][CH:11]=1)[N:8]([C:12](=[O:14])[CH3:13])[C@@H:7]([CH3:15])[CH2:6][CH2:5]2. Given the reactants [Br:1][C:2]1[C:3]([OH:16])=[C:4]2[C:9](=[CH:10][CH:11]=1)[N:8]([C:12](=[O:14])[CH3:13])[C@@H:7]([CH3:15])[CH2:6][CH2:5]2.N1C=CC=CC=1.[CH3:23][C:24]1[C:25](B(O)O)=[N:26][CH:27]=[CH:28][CH:29]=1, predict the reaction product. (6) Given the reactants [CH3:1][C:2]1[C:7]([N+:8]([O-:10])=[O:9])=[CH:6][CH:5]=[CH:4][C:3]=1[NH:11][CH2:12][C:13]1[CH:32]=[CH:31][C:16]([O:17][C:18]2[CH:19]=[C:20]([CH:28]=[CH:29][CH:30]=2)[O:21][CH2:22][C:23]([O:25][CH2:26][CH3:27])=[O:24])=[CH:15][CH:14]=1.[Cl:33][C:34]1[CH:41]=[CH:40][C:37]([CH2:38]Br)=[C:36]([F:42])[CH:35]=1, predict the reaction product. The product is: [Cl:33][C:34]1[CH:41]=[CH:40][C:37]([CH2:38][N:11]([CH2:12][C:13]2[CH:32]=[CH:31][C:16]([O:17][C:18]3[CH:19]=[C:20]([CH:28]=[CH:29][CH:30]=3)[O:21][CH2:22][C:23]([O:25][CH2:26][CH3:27])=[O:24])=[CH:15][CH:14]=2)[C:3]2[CH:4]=[CH:5][CH:6]=[C:7]([N+:8]([O-:10])=[O:9])[C:2]=2[CH3:1])=[C:36]([F:42])[CH:35]=1. (7) The product is: [C:21]([CH:20]([NH:19][C:15]([C:7]1[CH:6]=[CH:5][C:4]([CH:1]2[CH2:2][CH2:3]2)=[C:9]([O:10][CH2:11][CH:12]2[CH2:13][CH2:14]2)[N:8]=1)=[O:17])[CH3:23])#[N:22]. Given the reactants [CH:1]1([C:4]2[CH:5]=[CH:6][C:7]([C:15]([OH:17])=O)=[N:8][C:9]=2[O:10][CH2:11][CH:12]2[CH2:14][CH2:13]2)[CH2:3][CH2:2]1.Cl.[NH2:19][CH:20]([CH3:23])[C:21]#[N:22].CO, predict the reaction product. (8) Given the reactants [CH:1]1([N:5]2[CH2:11][CH2:10][C:9]3[S:12][C:13]([CH:15]4[CH2:19][CH2:18][NH:17][CH2:16]4)=[N:14][C:8]=3[CH2:7][CH2:6]2)[CH2:4][CH2:3][CH2:2]1.Br[C:21]1[CH:22]=[CH:23][C:24]([C:27]#[N:28])=[N:25][CH:26]=1.C(=O)([O-])[O-].[Cs+].[Cs+].C1(P(C2C=CC=CC=2)C2C3OC4C(=CC=CC=4P(C4C=CC=CC=4)C4C=CC=CC=4)C(C)(C)C=3C=CC=2)C=CC=CC=1, predict the reaction product. The product is: [CH:1]1([N:5]2[CH2:11][CH2:10][C:9]3[S:12][C:13]([CH:15]4[CH2:19][CH2:18][N:17]([C:21]5[CH:22]=[CH:23][C:24]([C:27]#[N:28])=[N:25][CH:26]=5)[CH2:16]4)=[N:14][C:8]=3[CH2:7][CH2:6]2)[CH2:2][CH2:3][CH2:4]1.